Dataset: Retrosynthesis with 50K atom-mapped reactions and 10 reaction types from USPTO. Task: Predict the reactants needed to synthesize the given product. Given the product C[C@H]1CN(c2ccc3nnc(C(F)(F)F)n3n2)CCN1Cc1cccnc1, predict the reactants needed to synthesize it. The reactants are: C[C@H]1CN(c2ccc3nnc(C(F)(F)F)n3n2)CCN1.O=Cc1cccnc1.